Dataset: Full USPTO retrosynthesis dataset with 1.9M reactions from patents (1976-2016). Task: Predict the reactants needed to synthesize the given product. The reactants are: [CH2:1]([O:3][CH2:4][C:5]1[N:6]([N:18]2[CH2:23][CH2:22][O:21][CH2:20][CH2:19]2)[C:7]2[C:16]3[CH:15]=[CH:14][CH:13]=[CH:12][C:11]=3[N:10]=[CH:9][C:8]=2[N:17]=1)[CH3:2].C1C=C(Cl)C=C(C(OO)=O)C=1.[NH4+:35].[OH-].C1(C)C=CC(S(Cl)(=O)=O)=CC=1. Given the product [CH2:1]([O:3][CH2:4][C:5]1[N:6]([N:18]2[CH2:19][CH2:20][O:21][CH2:22][CH2:23]2)[C:7]2[C:16]3[CH:15]=[CH:14][CH:13]=[CH:12][C:11]=3[N:10]=[C:9]([NH2:35])[C:8]=2[N:17]=1)[CH3:2], predict the reactants needed to synthesize it.